From a dataset of Cav3 T-type calcium channel HTS with 100,875 compounds. Binary Classification. Given a drug SMILES string, predict its activity (active/inactive) in a high-throughput screening assay against a specified biological target. (1) The drug is o1c(c(cc(NC(=O)c2ccccc2)c1=O)C(=O)c1ccccc1)C. The result is 0 (inactive). (2) The drug is Brc1ccc(C(OCCCN(C)C)=O)cc1. The result is 0 (inactive). (3) The molecule is S([O-])(=O)(=O)CCC[n+]1c2c(sc1SC)cccc2. The result is 0 (inactive). (4) The compound is O=c1[nH]c(c2CCCCc2c1C(=O)/C=C\c1c(OC)cccc1)C. The result is 0 (inactive). (5) The drug is Clc1sc(C(=O)Nc2sc(c(c2)C)C(OCC)=O)cc1. The result is 0 (inactive).